The task is: Predict which catalyst facilitates the given reaction.. This data is from Catalyst prediction with 721,799 reactions and 888 catalyst types from USPTO. Reactant: C1C=CC=CC=1.[Br:7][C:8]1[CH:9]=[C:10]([CH:13]=[O:14])[S:11][CH:12]=1.[CH2:15](O)[CH2:16][OH:17].O.C1(C)C=CC(S(O)(=O)=O)=CC=1. Product: [Br:7][C:8]1[CH:9]=[C:10]([CH:13]2[O:17][CH2:16][CH2:15][O:14]2)[S:11][CH:12]=1. The catalyst class is: 316.